Dataset: Forward reaction prediction with 1.9M reactions from USPTO patents (1976-2016). Task: Predict the product of the given reaction. Given the reactants [O:1]1[CH:5]=[CH:4][CH:3]=[C:2]1[CH2:6][O:7][CH2:8][C:9]1[CH:10]=[C:11]([CH:14]=[CH:15][CH:16]=1)[CH2:12][NH2:13].[C:17](Cl)(Cl)=[O:18].[S:21]1[C:25]2=[N:26][CH:27]=[CH:28][CH:29]=[C:24]2[C:23]([OH:30])=[N:22]1, predict the reaction product. The product is: [O:1]1[CH:5]=[CH:4][CH:3]=[C:2]1[CH2:6][O:7][CH2:8][C:9]1[CH:10]=[C:11]([CH:14]=[CH:15][CH:16]=1)[CH2:12][NH:13][C:23]([N:22]1[C:17](=[O:18])[C:24]2[C:25](=[N:26][CH:27]=[CH:28][CH:29]=2)[S:21]1)=[O:30].